This data is from Forward reaction prediction with 1.9M reactions from USPTO patents (1976-2016). The task is: Predict the product of the given reaction. (1) Given the reactants CS[C:3]1[S:7][C:6]([C:8]#[N:9])=[C:5]2[CH2:10][CH2:11][CH2:12][C:13](=[O:14])[C:4]=12.[CH3:15][NH:16][CH3:17], predict the reaction product. The product is: [CH3:15][N:16]([CH3:17])[C:3]1[S:7][C:6]([C:8]#[N:9])=[C:5]2[CH2:10][CH2:11][CH2:12][C:13](=[O:14])[C:4]=12. (2) Given the reactants Cl.[NH2:2][C:3]([CH3:9])([CH3:8])[C:4]([O:6][CH3:7])=[O:5].C(=O)(O)[O-].[Na+].[C:15]1([S:21]([C:24]2[CH:25]=[CH:26][C:27]([Cl:34])=[C:28]([S:30](Cl)(=[O:32])=[O:31])[CH:29]=2)(=[O:23])=[O:22])[CH:20]=[CH:19][CH:18]=[CH:17][CH:16]=1, predict the reaction product. The product is: [Cl:34][C:27]1[CH:26]=[CH:25][C:24]([S:21]([C:15]2[CH:20]=[CH:19][CH:18]=[CH:17][CH:16]=2)(=[O:22])=[O:23])=[CH:29][C:28]=1[S:30]([NH:2][C:3]([CH3:9])([C:4]([O:6][CH3:7])=[O:5])[CH3:8])(=[O:32])=[O:31].